This data is from Reaction yield outcomes from USPTO patents with 853,638 reactions. The task is: Predict the reaction yield, written as a fraction of the theoretical maximum amount of product (1.0 means a 100% yield; for example, 0.34 means a 34% yield). (1) The reactants are [NH2:1][C:2]1[CH:6]=[C:5]([C:7]2[CH:8]=[N:9][NH:10][C:11]=2[CH3:12])[S:4][C:3]=1[C:13]([NH2:15])=[O:14].[C:16]1([N:22]2[CH2:31][CH2:30][C:25]3(OCCO3)[CH2:24][CH2:23]2)[CH:21]=[CH:20][CH:19]=[CH:18][CH:17]=1.CC1(C)C2(CS(O)(=O)=O)C(CC1CC2)=O.[O-]S([O-])(=O)=O.[Mg+2].C([O-])(O)=O.[Na+]. The catalyst is CC(N(C)C)=O. The product is [CH3:12][C:11]1[NH:10][N:9]=[CH:8][C:7]=1[C:5]1[S:4][C:3]2[C:13](=[O:14])[NH:15][C:25]3([CH2:30][CH2:31][N:22]([C:16]4[CH:21]=[CH:20][CH:19]=[CH:18][CH:17]=4)[CH2:23][CH2:24]3)[NH:1][C:2]=2[CH:6]=1. The yield is 0.270. (2) The reactants are Cl[CH2:2][C:3]1[C:4]([S:9][CH2:10][CH2:11][CH3:12])=[N:5][CH:6]=[CH:7][CH:8]=1.C([O:15][C:16](=[O:29])[CH:17]([CH3:28])[CH2:18][C:19]1[CH:24]=[C:23]([F:25])[C:22]([OH:26])=[C:21]([F:27])[CH:20]=1)C. No catalyst specified. The product is [F:25][C:23]1[CH:24]=[C:19]([CH2:18][CH:17]([CH3:28])[C:16]([OH:29])=[O:15])[CH:20]=[C:21]([F:27])[C:22]=1[O:26][CH2:2][C:3]1[C:4]([S:9][CH2:10][CH2:11][CH3:12])=[N:5][CH:6]=[CH:7][CH:8]=1. The yield is 0.680. (3) The reactants are [F:1][C:2]1[C:7]([C:8]2[N:12](S(C3C=CC=CC=3)(=O)=O)[CH:11]=[C:10]([CH:22]=[O:23])[CH:9]=2)=[CH:6][CH:5]=[CH:4][N:3]=1.[OH-].[Na+]. The catalyst is CO.O1CCCC1.[Cl-].[Na+].O. The product is [F:1][C:2]1[C:7]([C:8]2[NH:12][CH:11]=[C:10]([CH:22]=[O:23])[CH:9]=2)=[CH:6][CH:5]=[CH:4][N:3]=1. The yield is 0.790. (4) The reactants are [C:1]([N:8]1[CH2:16][CH2:15][CH:11]([C:12]([OH:14])=O)[CH2:10][CH2:9]1)([O:3][C:4]([CH3:7])([CH3:6])[CH3:5])=[O:2].CN(C(ON1N=NC2C=CC=NC1=2)=[N+](C)C)C.F[P-](F)(F)(F)(F)F.CCN(C(C)C)C(C)C.[C:50]([N:60]1[CH2:65][CH2:64][NH:63][CH2:62][CH2:61]1)([O:52][CH2:53][C:54]1[CH:59]=[CH:58][CH:57]=[CH:56][CH:55]=1)=[O:51]. The catalyst is C(Cl)(Cl)Cl.CN(C=O)C. The product is [CH2:53]([O:52][C:50]([N:60]1[CH2:65][CH2:64][N:63]([C:12]([CH:11]2[CH2:10][CH2:9][N:8]([C:1]([O:3][C:4]([CH3:5])([CH3:6])[CH3:7])=[O:2])[CH2:16][CH2:15]2)=[O:14])[CH2:62][CH2:61]1)=[O:51])[C:54]1[CH:59]=[CH:58][CH:57]=[CH:56][CH:55]=1. The yield is 0.720. (5) The reactants are [Cl:1][C:2]1[CH:9]=[C:8](I)[C:5]([C:6]#[N:7])=[CH:4][N:3]=1.[NH2:11][C:12]1[CH:22]=[CH:21][CH:20]=[CH:19][C:13]=1[C:14]([NH:16]OC)=[O:15].[O-]P([O-])([O-])=O.[K+].[K+].[K+].[CH:31]1C=CC(P(C2C(OC3C(P(C4C=CC=CC=4)C4C=CC=CC=4)=CC=CC=3)=CC=CC=2)C2C=CC=CC=2)=CC=1. The catalyst is O1CCOCC1.CC(O)=O.CC(O)=O.[Pd]. The product is [Cl:1][C:2]1[CH:9]=[C:8]([NH:11][C:12]2[CH:22]=[CH:21][CH:20]=[CH:19][C:13]=2[C:14]([NH:16][CH3:31])=[O:15])[C:5]([C:6]#[N:7])=[CH:4][N:3]=1. The yield is 0.590. (6) The reactants are Br[C:2]1[CH:3]=[C:4]([CH:8]([N:12]2[CH:16]=[C:15]([C:17]3[C:18]4[CH:25]=[CH:24][N:23]([CH2:26][O:27][CH2:28][CH2:29][Si:30]([CH3:33])([CH3:32])[CH3:31])[C:19]=4[N:20]=[CH:21][N:22]=3)[CH:14]=[N:13]2)[CH2:9][C:10]#[N:11])[CH:5]=[N:6][CH:7]=1.O1CCOCC1.CCN(C(C)C)C(C)C.[C:49]1([SH:55])[CH:54]=[CH:53][CH:52]=[CH:51][CH:50]=1. The catalyst is C1C=CC(/C=C/C(/C=C/C2C=CC=CC=2)=O)=CC=1.C1C=CC(/C=C/C(/C=C/C2C=CC=CC=2)=O)=CC=1.[Pd].CC1(C)C2C=CC=C(P(C3C=CC=CC=3)C3C=CC=CC=3)C=2OC2C1=CC=CC=2P(C1C=CC=CC=1)C1C=CC=CC=1. The product is [C:49]1([S:55][C:2]2[CH:3]=[C:4]([CH:8]([N:12]3[CH:16]=[C:15]([C:17]4[C:18]5[CH:25]=[CH:24][N:23]([CH2:26][O:27][CH2:28][CH2:29][Si:30]([CH3:33])([CH3:32])[CH3:31])[C:19]=5[N:20]=[CH:21][N:22]=4)[CH:14]=[N:13]3)[CH2:9][C:10]#[N:11])[CH:5]=[N:6][CH:7]=2)[CH:54]=[CH:53][CH:52]=[CH:51][CH:50]=1. The yield is 0.800. (7) The reactants are Br[CH2:2][C:3]([C:5]1[C:10]([CH3:11])=[CH:9][C:8]([S:12][CH3:13])=[CH:7][C:6]=1[CH3:14])=O.[NH2:15][C:16]([NH2:18])=[S:17]. The catalyst is CCO. The product is [CH3:14][C:6]1[CH:7]=[C:8]([S:12][CH3:13])[CH:9]=[C:10]([CH3:11])[C:5]=1[C:3]1[N:15]=[C:16]([NH2:18])[S:17][CH:2]=1. The yield is 0.450.